The task is: Predict the reaction yield, written as a fraction of the theoretical maximum amount of product (1.0 means a 100% yield; for example, 0.34 means a 34% yield).. This data is from Reaction yield outcomes from USPTO patents with 853,638 reactions. (1) The reactants are [N+:1]([C:4]1[CH:8]=[C:7]([CH2:9][OH:10])[NH:6][N:5]=1)([O-:3])=[O:2].C(=O)([O-])[O-].[Cs+].[Cs+].[Br:17][CH:18](Br)[CH3:19].OP([O-])(O)=O.[K+]. The catalyst is O.C(OCC)(=O)C.CN(C=O)C. The product is [Br:17][CH2:18][CH2:19][N:6]1[C:7]([CH2:9][OH:10])=[CH:8][C:4]([N+:1]([O-:3])=[O:2])=[N:5]1. The yield is 0.860. (2) The reactants are [Br:1][C:2]1[C:3]([O:9][CH2:10][CH:11]2[CH2:13][CH2:12]2)=[CH:4][C:5]([OH:8])=[N:6][CH:7]=1.[H-].[Na+].[CH3:16][S:17][CH2:18]Cl. The catalyst is CN(C=O)C. The product is [Br:1][C:2]1[C:3]([O:9][CH2:10][CH:11]2[CH2:12][CH2:13]2)=[CH:4][C:5](=[O:8])[N:6]([CH2:16][S:17][CH3:18])[CH:7]=1. The yield is 0.500. (3) The reactants are [Br:1][C:2]1[C:3]([CH3:11])=[C:4]([CH2:8][NH:9][CH3:10])[CH:5]=[N:6][CH:7]=1.[C:20](O[C:20]([O:22][C:23]([CH3:26])([CH3:25])[CH3:24])=[O:21])([O:22][C:23]([CH3:26])([CH3:25])[CH3:24])=[O:21].[OH-].[Na+]. The catalyst is C1COCC1. The product is [C:23]([O:22][C:20](=[O:21])[N:9]([CH2:8][C:4]1[CH:5]=[N:6][CH:7]=[C:2]([Br:1])[C:3]=1[CH3:11])[CH3:10])([CH3:24])([CH3:25])[CH3:26]. The yield is 0.710. (4) The reactants are Br[C:2]1[N:3]=[CH:4][N:5]([C:7]2[CH:12]=[CH:11][C:10]([F:13])=[CH:9][CH:8]=2)[CH:6]=1.CC1(C)C(C)(C)OB([C:22]2[CH:23]=[CH:24][C:25]3[CH2:32][C@H:31]4[C@:33]5([CH2:37][N:36]([CH2:38][C:39]([F:42])([F:41])[F:40])[S:35](=[O:44])(=[O:43])[NH:34]5)[C@H:28]([CH2:29][CH2:30]4)[CH2:27][C:26]=3[CH:45]=2)O1.C(=O)([O-])[O-].[Cs+].[Cs+]. The catalyst is CN(C)C=O.O.C(OCC)(=O)C.[Pd].C1(P(C2C=CC=CC=2)C2C=CC=CC=2)C=CC=CC=1.C1(P(C2C=CC=CC=2)C2C=CC=CC=2)C=CC=CC=1.C1(P(C2C=CC=CC=2)C2C=CC=CC=2)C=CC=CC=1.C1(P(C2C=CC=CC=2)C2C=CC=CC=2)C=CC=CC=1. The product is [F:13][C:10]1[CH:11]=[CH:12][C:7]([N:5]2[CH:6]=[C:2]([C:22]3[CH:23]=[CH:24][C:25]4[CH2:32][C@H:31]5[C@:33]6([CH2:37][N:36]([CH2:38][C:39]([F:42])([F:41])[F:40])[S:35](=[O:43])(=[O:44])[NH:34]6)[C@H:28]([CH2:29][CH2:30]5)[CH2:27][C:26]=4[CH:45]=3)[N:3]=[CH:4]2)=[CH:8][CH:9]=1. The yield is 0.120.